The task is: Predict the reactants needed to synthesize the given product.. This data is from Full USPTO retrosynthesis dataset with 1.9M reactions from patents (1976-2016). (1) The reactants are: [Cl:1][C:2]1[CH:33]=[CH:32][C:5]([CH2:6][C@@H:7]([C:24]2[CH:25]=[C:26]([CH:29]=[CH:30][CH:31]=2)[C:27]#[N:28])[C@@H:8]([NH:10][CH:11]([C:17]2[CH:22]=[CH:21][C:20](Br)=[CH:19][CH:18]=2)[C:12]([C:15]#[N:16])([CH3:14])[CH3:13])[CH3:9])=[CH:4][CH:3]=1.[NH:34]1[CH:38]=[N:37][CH:36]=[N:35]1.C([O-])([O-])=O.[K+].[K+]. Given the product [Cl:1][C:2]1[CH:33]=[CH:32][C:5]([CH2:6][C@@H:7]([C:24]2[CH:25]=[C:26]([CH:29]=[CH:30][CH:31]=2)[C:27]#[N:28])[C@@H:8]([NH:10][CH:11]([C:17]2[CH:22]=[CH:21][C:20]([N:34]3[CH:38]=[N:37][CH:36]=[N:35]3)=[CH:19][CH:18]=2)[C:12]([C:15]#[N:16])([CH3:14])[CH3:13])[CH3:9])=[CH:4][CH:3]=1, predict the reactants needed to synthesize it. (2) Given the product [C:1](/[C:3](=[C:7]1/[S:8]/[C:9](=[CH:15]\[C:16]2[CH:17]=[CH:18][C:19]([N:22]3[CH2:26][CH2:25][CH2:24][CH2:23]3)=[CH:20][CH:21]=2)/[C:10](=[O:14])[N:11]/1[CH2:12][CH3:13])/[C:4]([NH:29][CH2:27][CH3:28])=[O:5])#[N:2], predict the reactants needed to synthesize it. The reactants are: [C:1](/[C:3](=[C:7]1/[S:8]/[C:9](=[CH:15]\[C:16]2[CH:21]=[CH:20][C:19]([N:22]3[CH2:26][CH2:25][CH2:24][CH2:23]3)=[CH:18][CH:17]=2)/[C:10](=[O:14])[N:11]/1[CH2:12][CH3:13])/[C:4](O)=[O:5])#[N:2].[CH2:27]([NH2:29])[CH3:28].CN(C(ON1N=NC2C=CC=NC1=2)=[N+](C)C)C.F[P-](F)(F)(F)(F)F.C(OCC)(=O)C. (3) Given the product [Cl:20][C:21]1[N:30]=[C:29]([NH:1][C@H:2]([C:4]2[CH:5]=[CH:6][C:7]([NH:10][C:11](=[O:19])[C:12]3[CH:17]=[CH:16][C:15]([F:18])=[CH:14][CH:13]=3)=[CH:8][CH:9]=2)[CH3:3])[C:28]2[C:23](=[C:24]([CH3:32])[CH:25]=[CH:26][CH:27]=2)[N:22]=1, predict the reactants needed to synthesize it. The reactants are: [NH2:1][C@H:2]([C:4]1[CH:9]=[CH:8][C:7]([NH:10][C:11](=[O:19])[C:12]2[CH:17]=[CH:16][C:15]([F:18])=[CH:14][CH:13]=2)=[CH:6][CH:5]=1)[CH3:3].[Cl:20][C:21]1[N:30]=[C:29](Cl)[C:28]2[C:23](=[C:24]([CH3:32])[CH:25]=[CH:26][CH:27]=2)[N:22]=1. (4) Given the product [CH3:1][N:2]1[CH2:6][CH:5]([C:7]2[CH:12]=[CH:11][CH:10]=[CH:9][CH:8]=2)[C:4]2([CH2:18][CH2:17][CH2:16][NH:15][CH2:14][CH2:13]2)[C:3]1=[O:26], predict the reactants needed to synthesize it. The reactants are: [CH3:1][N:2]1[CH2:6][CH:5]([C:7]2[CH:12]=[CH:11][CH:10]=[CH:9][CH:8]=2)[C:4]2([CH2:18][CH2:17][CH2:16][N:15](C(OC(C)(C)C)=O)[CH2:14][CH2:13]2)[C:3]1=[O:26].C(O)(C(F)(F)F)=O.